Dataset: Reaction yield outcomes from USPTO patents with 853,638 reactions. Task: Predict the reaction yield, written as a fraction of the theoretical maximum amount of product (1.0 means a 100% yield; for example, 0.34 means a 34% yield). (1) The reactants are [CH2:1]1[C:10]2[C:5](=[CH:6][CH:7]=[CH:8][CH:9]=2)[CH2:4][CH2:3][NH:2]1.[F-].[K+].[N+](C1C=C(S(O[CH2:26][C@H:27]2[CH2:29][O:28]2)(=O)=O)C=CC=1)([O-])=O. The yield is 0.530. The product is [O:28]1[CH2:29][C@H:27]1[CH2:26][N:2]1[CH2:3][CH2:4][C:5]2[C:10](=[CH:9][CH:8]=[CH:7][CH:6]=2)[CH2:1]1. The catalyst is C1COCC1. (2) The reactants are Cl[C:2]([O:4][CH2:5][C:6]1[CH:11]=[CH:10][CH:9]=[CH:8][CH:7]=1)=[O:3].[Br:12][C:13]1[C:22]2[O:21][CH2:20][CH2:19][NH:18][C:17]=2[CH:16]=[C:15]([CH3:23])[CH:14]=1.N1C=CC=CC=1.Cl. The catalyst is ClCCl. The product is [CH2:5]([O:4][C:2]([N:18]1[C:17]2[CH:16]=[C:15]([CH3:23])[CH:14]=[C:13]([Br:12])[C:22]=2[O:21][CH2:20][CH2:19]1)=[O:3])[C:6]1[CH:11]=[CH:10][CH:9]=[CH:8][CH:7]=1. The yield is 0.960. (3) The reactants are C1(C)C=CC(S(O)(=O)=O)=CC=1.[C:12]1([C:18]2([C:24](O)=[O:25])[CH2:23][CH2:22][NH:21][CH2:20][CH2:19]2)[CH:17]=[CH:16][CH:15]=[CH:14][CH:13]=1.[H-].[Al+3].[Li+].[H-].[H-].[H-].[OH-].[Na+].S([O-])([O-])(=O)=O.[Na+].[Na+]. The catalyst is O1CCCC1.O. The product is [C:12]1([C:18]2([CH2:24][OH:25])[CH2:19][CH2:20][NH:21][CH2:22][CH2:23]2)[CH:13]=[CH:14][CH:15]=[CH:16][CH:17]=1. The yield is 0.640. (4) The reactants are [I-].[CH3:2][S+](C)C.[H-].[Na+].[C:8]1([CH:20]2[CH2:25][CH2:24][C:23](=[CH:26][C:27]#[N:28])[CH2:22][CH2:21]2)[N:9]=[N:10][N:11]2[C:16]=1[C:15]1[CH:17]=[CH:18][NH:19][C:14]=1[N:13]=[CH:12]2.O. The catalyst is CS(C)=O. The product is [C:8]1([CH:20]2[CH2:21][CH2:22][C:23]3([CH:26]([C:27]#[N:28])[CH2:2]3)[CH2:24][CH2:25]2)[N:9]=[N:10][N:11]2[C:16]=1[C:15]1[CH:17]=[CH:18][NH:19][C:14]=1[N:13]=[CH:12]2. The yield is 0.370. (5) The reactants are Cl[C:2]1[C:11]2[C:6](=[N:7][CH:8]=[C:9]([F:12])[CH:10]=2)[NH:5][C:4](=[O:13])[C:3]=1[C:14]#[N:15].[O:16]1[CH:20]=[CH:19][CH:18]=[C:17]1[C:21]([N:23]1[CH2:28][CH2:27][NH:26][CH2:25][CH2:24]1)=[O:22]. No catalyst specified. The product is [F:12][C:9]1[CH:10]=[C:11]2[C:6](=[N:7][CH:8]=1)[NH:5][C:4](=[O:13])[C:3]([C:14]#[N:15])=[C:2]2[N:26]1[CH2:27][CH2:28][N:23]([C:21]([C:17]2[O:16][CH:20]=[CH:19][CH:18]=2)=[O:22])[CH2:24][CH2:25]1. The yield is 0.710. (6) The reactants are O[CH:2]=[C:3]1[C:11]2[C:6](=[CH:7][C:8]([C:12]([C:14]3[CH:19]=[CH:18][C:17]([NH:20][C:21]([C:23]4[N:24]([C:29]([CH3:32])([CH3:31])[CH3:30])[N:25]=[C:26]([CH3:28])[CH:27]=4)=[O:22])=[CH:16][CH:15]=3)=[O:13])=[CH:9][CH:10]=2)[NH:5][C:4]1=[O:33].[NH2:34][C:35]1[CH:36]=[C:37]([OH:41])[CH:38]=[CH:39][CH:40]=1. The catalyst is C1COCC1. The product is [OH:41][C:37]1[CH:36]=[C:35]([NH:34][CH:2]=[C:3]2[C:11]3[C:6](=[CH:7][C:8]([C:12]([C:14]4[CH:15]=[CH:16][C:17]([NH:20][C:21]([C:23]5[N:24]([C:29]([CH3:31])([CH3:30])[CH3:32])[N:25]=[C:26]([CH3:28])[CH:27]=5)=[O:22])=[CH:18][CH:19]=4)=[O:13])=[CH:9][CH:10]=3)[NH:5][C:4]2=[O:33])[CH:40]=[CH:39][CH:38]=1. The yield is 0.310. (7) The reactants are [F:1][C:2]([F:16])([F:15])[O:3][C:4]1[CH:9]=[CH:8][C:7]([NH2:10])=[CH:6][C:5]=1[C:11]([F:14])([F:13])[F:12].[C:17]([Si:21]([CH3:31])([CH3:30])[O:22][CH:23]1[CH2:28][CH2:27][C:26](=O)[CH2:25][CH2:24]1)([CH3:20])([CH3:19])[CH3:18].C(O[BH-](OC(=O)C)OC(=O)C)(=O)C.[Na+]. The catalyst is ClCCl. The product is [C:17]([Si:21]([CH3:31])([CH3:30])[O:22][CH:23]1[CH2:28][CH2:27][CH:26]([NH:10][C:7]2[CH:8]=[CH:9][C:4]([O:3][C:2]([F:15])([F:16])[F:1])=[C:5]([C:11]([F:12])([F:13])[F:14])[CH:6]=2)[CH2:25][CH2:24]1)([CH3:20])([CH3:19])[CH3:18]. The yield is 0.660. (8) The reactants are [O:1]1[C:5]2([CH2:10][CH2:9][CH:8]([NH:11][CH3:12])[CH2:7][CH2:6]2)OCC1.Cl.C([O-])([O-])=O.[Na+].[Na+].[C:20]([O:24][C:25](O[C:25]([O:24][C:20]([CH3:23])([CH3:22])[CH3:21])=[O:26])=[O:26])([CH3:23])([CH3:22])[CH3:21]. The catalyst is CCOC(C)=O. The product is [C:20]([O:24][C:25](=[O:26])[N:11]([CH3:12])[CH:8]1[CH2:7][CH2:6][C:5](=[O:1])[CH2:10][CH2:9]1)([CH3:23])([CH3:22])[CH3:21]. The yield is 0.420. (9) The reactants are [CH:1]1([CH2:7][C@H:8]([NH:26][C:27]([C:29]2[CH:30]=[C:31](C3C=CC=C(OC)C=3)[CH:32]=[CH:33][CH:34]=2)=[O:28])[C:9](=[O:25])[NH:10][CH2:11][CH2:12][NH:13][C:14]2[CH:19]=CC(OC(F)(F)F)=[CH:16][CH:15]=2)[CH2:6][CH2:5][CH2:4][CH2:3][CH2:2]1.O1[CH2:48][CH2:47][O:46][CH2:45]C1.[C:49]1(B(O)O)[CH:54]=[CH:53][CH:52]=[CH:51][CH:50]=1.[C:58]([O-])([O-])=O.[Na+].[Na+]. The catalyst is C1C=CC([P]([Pd]([P](C2C=CC=CC=2)(C2C=CC=CC=2)C2C=CC=CC=2)([P](C2C=CC=CC=2)(C2C=CC=CC=2)C2C=CC=CC=2)[P](C2C=CC=CC=2)(C2C=CC=CC=2)C2C=CC=CC=2)(C2C=CC=CC=2)C2C=CC=CC=2)=CC=1.O. The product is [C:4]1([C:49]2[CH:54]=[CH:53][CH:52]=[CH:51][CH:50]=2)[CH:3]=[CH:2][C:1]([CH2:7][C@H:8]([NH:26][C:27](=[O:28])[C:29]2[CH:34]=[CH:33][CH:32]=[C:31]([CH3:58])[CH:30]=2)[C:9](=[O:25])[NH:10][CH2:11][CH2:12][NH:13][C:14]2[CH:19]=[CH:48][C:47]([O:46][CH3:45])=[CH:16][CH:15]=2)=[CH:6][CH:5]=1. The yield is 0.440. (10) The reactants are C([O:8][C:9]1[CH:14]=[CH:13][C:12]([CH2:15]/[CH:16]=[CH:17]/[C:18]([O:20][CH3:21])=[O:19])=[CH:11][CH:10]=1)C1C=CC=CC=1. The catalyst is CCO.[Pd]. The product is [OH:8][C:9]1[CH:10]=[CH:11][C:12]([CH2:15][CH2:16][CH2:17][C:18]([O:20][CH3:21])=[O:19])=[CH:13][CH:14]=1. The yield is 0.870.